From a dataset of Catalyst prediction with 721,799 reactions and 888 catalyst types from USPTO. Predict which catalyst facilitates the given reaction. (1) Reactant: [F:1][C:2]1[CH:10]=[C:9]([N:11]2[C:19]3[CH2:18][C:17]([CH3:21])([CH3:20])[CH2:16][C:15](=[O:22])[C:14]=3[C:13]([CH3:23])=[CH:12]2)[CH:8]=[C:7]([NH:24][C@H:25]2[CH2:30][CH2:29][CH2:28][CH2:27][C@@H:26]2[OH:31])[C:3]=1[C:4]([NH2:6])=[O:5].[C:32]([NH:39][CH2:40][C:41](O)=[O:42])([O:34][C:35]([CH3:38])([CH3:37])[CH3:36])=[O:33].C(Cl)CCl. Product: [C:35]([O:34][C:32]([NH:39][CH2:40][C:41]([O:31][C@H:26]1[CH2:27][CH2:28][CH2:29][CH2:30][C@@H:25]1[NH:24][C:7]1[CH:8]=[C:9]([N:11]2[C:19]3[CH2:18][C:17]([CH3:21])([CH3:20])[CH2:16][C:15](=[O:22])[C:14]=3[C:13]([CH3:23])=[CH:12]2)[CH:10]=[C:2]([F:1])[C:3]=1[C:4](=[O:5])[NH2:6])=[O:42])=[O:33])([CH3:38])([CH3:37])[CH3:36]. The catalyst class is: 166. (2) Reactant: Cl.[F:2][C:3]1[CH:8]=[CH:7][C:6]([CH:9]([C:17]2[CH:22]=[CH:21][C:20]([F:23])=[CH:19][CH:18]=2)[CH:10]2[C:15](=[O:16])[CH2:14][CH2:13][NH:12][CH2:11]2)=[CH:5][CH:4]=1.[CH3:24][O:25][C:26]1[CH:35]=[CH:34][C:33]2[C:28](=[CH:29][CH:30]=[CH:31][CH:32]=2)[C:27]=1[CH2:36]O.C(N(C(C)C)CC)(C)C.ClCCl. Product: [F:2][C:3]1[CH:8]=[CH:7][C:6]([CH:9]([C:17]2[CH:18]=[CH:19][C:20]([F:23])=[CH:21][CH:22]=2)[CH:10]2[C:15](=[O:16])[CH2:14][CH2:13][N:12]([CH2:36][C:27]3[C:28]4[C:33](=[CH:32][CH:31]=[CH:30][CH:29]=4)[CH:34]=[CH:35][C:26]=3[O:25][CH3:24])[CH2:11]2)=[CH:5][CH:4]=1. The catalyst class is: 6. (3) The catalyst class is: 3. Product: [CH:1]1([CH2:4][N:5]2[CH2:26][CH2:25][C@:12]34[C:13]5[C:14]6[O:24][C@H:11]3[C@H:10]([N:27]3[C:31](=[O:32])[C:30]7=[C:33]([O:37][CH3:40])[CH:34]=[CH:35][CH:36]=[C:29]7[C:28]3=[O:38])[CH2:9][CH2:8][C@@:7]4([OH:39])[C@H:6]2[CH2:19][C:18]=5[CH:17]=[CH:16][C:15]=6[O:20][CH2:21][O:22][CH3:23])[CH2:3][CH2:2]1. Reactant: [CH:1]1([CH2:4][N:5]2[CH2:26][CH2:25][C@:12]34[C:13]5[C:14]6[O:24][C@H:11]3[CH:10]([N:27]3[C:31](=[O:32])[C:30]7=[C:33]([OH:37])[CH:34]=[CH:35][CH:36]=[C:29]7[C:28]3=[O:38])[CH2:9][CH2:8][C@@:7]4([OH:39])[C@H:6]2[CH2:19][C:18]=5[CH:17]=[CH:16][C:15]=6[O:20][CH2:21][O:22][CH3:23])[CH2:3][CH2:2]1.[C:40](=O)([O-])[O-].[K+].[K+].CI.C(=O)([O-])O.[Na+]. (4) Reactant: [C:1]([C:4]1([C:11]([O:13][CH2:14][CH3:15])=[O:12])[CH2:9][CH2:8][C:7](=O)[CH2:6][CH2:5]1)(=[O:3])[CH3:2].CC1C=CC(S(O)(=O)=O)=CC=1.[CH2:27]([NH2:34])[C:28]1[CH:33]=[CH:32][CH:31]=[CH:30][CH:29]=1. Product: [CH2:27]([NH:34][C:7]12[CH2:8][CH2:9][C:4]([C:11]([O:13][CH2:14][CH3:15])=[O:12])([CH2:5][CH2:6]1)[C:1](=[O:3])[CH2:2]2)[C:28]1[CH:33]=[CH:32][CH:31]=[CH:30][CH:29]=1. The catalyst class is: 93.